Dataset: Catalyst prediction with 721,799 reactions and 888 catalyst types from USPTO. Task: Predict which catalyst facilitates the given reaction. Reactant: [F:1][C:2]([F:23])([F:22])[C:3]1[CH:8]=[CH:7][C:6]([C:9]2[C:13]3[CH:14]=[CH:15][C:16]([CH2:18][CH2:19][CH2:20][OH:21])=[CH:17][C:12]=3[S:11][N:10]=2)=[CH:5][CH:4]=1.[CH3:24][S:25](Cl)(=[O:27])=[O:26].C(N(CC)CC)C. Product: [F:23][C:2]([F:1])([F:22])[C:3]1[CH:4]=[CH:5][C:6]([C:9]2[C:13]3[CH:14]=[CH:15][C:16]([CH2:18][CH2:19][CH2:20][O:21][S:25]([CH3:24])(=[O:27])=[O:26])=[CH:17][C:12]=3[S:11][N:10]=2)=[CH:7][CH:8]=1. The catalyst class is: 2.